Dataset: Catalyst prediction with 721,799 reactions and 888 catalyst types from USPTO. Task: Predict which catalyst facilitates the given reaction. (1) Reactant: [Li+].CC([N-]C(C)C)C.[CH3:9][O:10][C:11](=[O:16])/[CH:12]=[CH:13]/[O:14][CH3:15].[CH2:17]([O:24][C:25]1[CH:30]=[CH:29][C:28]([CH2:31][CH2:32]C=O)=[CH:27][CH:26]=1)[C:18]1[CH:23]=[CH:22][CH:21]=[CH:20][CH:19]=1.Cl. The catalyst class is: 1. Product: [CH2:17]([O:24][C:25]1[CH:26]=[CH:27][C:28]([CH2:31][CH2:32][CH:9]2[O:10][C:11](=[O:16])[CH:12]=[C:13]2[O:14][CH3:15])=[CH:29][CH:30]=1)[C:18]1[CH:19]=[CH:20][CH:21]=[CH:22][CH:23]=1. (2) Reactant: [CH3:1][O:2][C:3]([C@@H:5]1[CH2:9][C@@H:8]([S:10]([C:13]2[CH:18]=[CH:17][C:16]([O:19][CH2:20][C:21]([F:24])([F:23])[F:22])=[CH:15][C:14]=2[C:25]([F:28])([F:27])[F:26])(=[O:12])=[O:11])[CH2:7][N:6]1C(OC(C)(C)C)=O)=[O:4].COC([C@@H]1C[C@@H](S(C2C=CC(F)=CC=2C(F)(F)F)(=O)=O)CN1C(OC(C)(C)C)=O)=O.FC(F)(F)C(O)=O.COC([C@@H]1C[C@@H](S(C2C=CC(F)=CC=2C(F)(F)F)(=O)=O)CN1)=O. Product: [CH3:1][O:2][C:3]([C@@H:5]1[CH2:9][C@@H:8]([S:10]([C:13]2[CH:18]=[CH:17][C:16]([O:19][CH2:20][C:21]([F:22])([F:23])[F:24])=[CH:15][C:14]=2[C:25]([F:27])([F:26])[F:28])(=[O:12])=[O:11])[CH2:7][NH:6]1)=[O:4]. The catalyst class is: 4.